This data is from Reaction yield outcomes from USPTO patents with 853,638 reactions. The task is: Predict the reaction yield, written as a fraction of the theoretical maximum amount of product (1.0 means a 100% yield; for example, 0.34 means a 34% yield). (1) The reactants are [CH2:1]([N:6]1[C:14]2[C:9](=[CH:10][CH:11]=[CH:12][CH:13]=2)[C:8](=[O:15])[C:7]1=[O:16])[CH2:2][CH2:3][CH2:4][CH3:5].[CH2:17]1[O:25][C:24]2[C:19](=[CH:20][CH:21]=[C-:22][CH:23]=2)[O:18]1.[Mg+2].[Br-]. The catalyst is C1COCC1. The product is [O:18]1[C:19]2[CH:20]=[CH:21][C:22]([C:8]3([OH:15])[C:9]4[C:14](=[CH:13][CH:12]=[CH:11][CH:10]=4)[N:6]([CH2:1][CH2:2][CH2:3][CH2:4][CH3:5])[C:7]3=[O:16])=[CH:23][C:24]=2[O:25][CH2:17]1. The yield is 0.710. (2) The reactants are [NH2:1][C:2]1[N:7]=[CH:6][C:5]([O:8][C:9]2[CH:10]=[C:11]([NH:16][C:17]([C:19]3[N:23]([CH3:24])[N:22]=[C:21]([CH3:25])[CH:20]=3)=[O:18])[CH:12]=[C:13]([CH3:15])[CH:14]=2)=[CH:4][CH:3]=1.[C:26]1([CH3:36])[CH:31]=[CH:30][C:29]([S:32](Cl)(=[O:34])=[O:33])=[CH:28][CH:27]=1. The catalyst is N1C=CC=CC=1. The product is [CH3:24][N:23]1[C:19]([C:17]([NH:16][C:11]2[CH:10]=[C:9]([O:8][C:5]3[CH:6]=[N:7][C:2]([NH:1][S:32]([C:29]4[CH:30]=[CH:31][C:26]([CH3:36])=[CH:27][CH:28]=4)(=[O:34])=[O:33])=[CH:3][CH:4]=3)[CH:14]=[C:13]([CH3:15])[CH:12]=2)=[O:18])=[CH:20][C:21]([CH3:25])=[N:22]1. The yield is 0.810. (3) The reactants are [CH3:1][C:2]1[C:3]([CH2:9][NH:10][CH2:11][CH2:12][C:13]2[N:14]=[CH:15][N:16]([S:18]([C:21]3[CH:26]=[CH:25][C:24]([CH3:27])=[CH:23][CH:22]=3)(=[O:20])=[O:19])[CH:17]=2)=[N:4][CH:5]=[C:6]([CH3:8])[CH:7]=1.[F:28][C:29]1[CH:34]=[CH:33][C:32]([C:35]([C:38]2[C:39]([CH:44]=O)=[N:40][CH:41]=[CH:42][CH:43]=2)([CH3:37])[CH3:36])=[CH:31][CH:30]=1.[BH-](OC(C)=O)(OC(C)=O)OC(C)=O.[Na+]. The catalyst is C(Cl)Cl. The product is [CH3:1][C:2]1[C:3]([CH2:9][N:10]([CH2:44][C:39]2[C:38]([C:35]([C:32]3[CH:31]=[CH:30][C:29]([F:28])=[CH:34][CH:33]=3)([CH3:37])[CH3:36])=[CH:43][CH:42]=[CH:41][N:40]=2)[CH2:11][CH2:12][C:13]2[N:14]=[CH:15][N:16]([S:18]([C:21]3[CH:22]=[CH:23][C:24]([CH3:27])=[CH:25][CH:26]=3)(=[O:19])=[O:20])[CH:17]=2)=[N:4][CH:5]=[C:6]([CH3:8])[CH:7]=1. The yield is 0.390. (4) The reactants are [CH3:1][N:2]([CH3:17])[C:3]([C:5]1[C:14]2[C:9](=[CH:10][CH:11]=[CH:12][CH:13]=2)[CH:8]=[CH:7][C:6]=1OC)=[O:4].[F:18][C:19]1[CH:24]=[CH:23][CH:22]=[CH:21][C:20]=1B1OCC(C)(C)CO1. The catalyst is C1(C)C=CC=CC=1. The product is [F:18][C:19]1[CH:24]=[CH:23][CH:22]=[CH:21][C:20]=1[C:6]1[CH:7]=[CH:8][C:9]2[C:14](=[CH:13][CH:12]=[CH:11][CH:10]=2)[C:5]=1[C:3]([N:2]([CH3:17])[CH3:1])=[O:4]. The yield is 0.990. (5) The reactants are [CH2:1]([C@H:8]1[CH2:12][O:11][C:10](=[O:13])[N:9]1[C:14](=[O:27])[CH2:15][CH2:16][CH2:17][C@@H:18]([C:20]1[CH:25]=[CH:24][C:23]([F:26])=[CH:22][CH:21]=1)[OH:19])[C:2]1[CH:7]=[CH:6][CH:5]=[CH:4][CH:3]=1.N1C=CN=C1.[Si:33](Cl)([C:36]([CH3:39])([CH3:38])[CH3:37])([CH3:35])[CH3:34].Cl. The catalyst is CN(C)C=O. The product is [CH2:1]([C@H:8]1[CH2:12][O:11][C:10](=[O:13])[N:9]1[C:14](=[O:27])[CH2:15][CH2:16][CH2:17][C@H:18]([O:19][Si:33]([C:36]([CH3:39])([CH3:38])[CH3:37])([CH3:35])[CH3:34])[C:20]1[CH:25]=[CH:24][C:23]([F:26])=[CH:22][CH:21]=1)[C:2]1[CH:3]=[CH:4][CH:5]=[CH:6][CH:7]=1. The yield is 0.880. (6) The reactants are [O:1]=[C:2]1[C:10](=O)[C:9]2[C:4](=[CH:5][CH:6]=[CH:7][CH:8]=2)[N:3]1[CH2:12][C:13]1[O:17][C:16]([C:18]([O:20][CH2:21][CH3:22])=[O:19])=[CH:15][CH:14]=1.[F:23][C:24]([F:33])([F:32])[C:25]1[CH:26]=[C:27]([CH:29]=[CH:30][CH:31]=1)[NH2:28]. The catalyst is C(Cl)(Cl)Cl. The product is [O:1]=[C:2]1[N:3]([CH2:12][C:13]2[O:17][C:16]([C:18]([O:20][CH2:21][CH3:22])=[O:19])=[CH:15][CH:14]=2)[C:4]2[C:9](/[C:10]/1=[N:28]/[C:27]1[CH:29]=[CH:30][CH:31]=[C:25]([C:24]([F:23])([F:32])[F:33])[CH:26]=1)=[CH:8][CH:7]=[CH:6][CH:5]=2. The yield is 0.230.